This data is from Catalyst prediction with 721,799 reactions and 888 catalyst types from USPTO. The task is: Predict which catalyst facilitates the given reaction. (1) Reactant: [OH-].[Na+].C[O:4][C:5](=[O:13])[CH2:6][N:7]1[CH2:11][CH2:10][CH2:9][C:8]1=[O:12]. Product: [O:12]=[C:8]1[CH2:9][CH2:10][CH2:11][N:7]1[CH2:6][C:5]([OH:13])=[O:4]. The catalyst class is: 5. (2) Reactant: [CH3:1][O:2][C:3](=[O:21])[CH2:4][N:5]([C:12]1[CH:17]=[CH:16][C:15]([N+:18]([O-])=O)=[CH:14][CH:13]=1)[C:6](=[O:11])[C:7]([F:10])([F:9])[F:8].[H][H]. Product: [CH3:1][O:2][C:3](=[O:21])[CH2:4][N:5]([C:12]1[CH:13]=[CH:14][C:15]([NH2:18])=[CH:16][CH:17]=1)[C:6](=[O:11])[C:7]([F:10])([F:9])[F:8]. The catalyst class is: 687.